This data is from Catalyst prediction with 721,799 reactions and 888 catalyst types from USPTO. The task is: Predict which catalyst facilitates the given reaction. (1) Reactant: [CH3:1][O:2][C:3]1[CH:4]=[CH:5][C:6]([O:9][C:10]2[CH:15]=[C:14]([CH3:16])[C:13]([C:17]3[N:18]=[C:19]([NH2:22])[S:20][CH:21]=3)=[C:12]([CH3:23])[CH:11]=2)=[N:7][CH:8]=1.C(N(CC)CC)C.Cl.[C:32](Cl)(=[O:39])[C:33]1[CH:38]=[CH:37][N:36]=[CH:35][CH:34]=1. Product: [CH3:1][O:2][C:3]1[CH:4]=[CH:5][C:6]([O:9][C:10]2[CH:15]=[C:14]([CH3:16])[C:13]([C:17]3[N:18]=[C:19]([NH:22][C:32](=[O:39])[C:33]4[CH:38]=[CH:37][N:36]=[CH:35][CH:34]=4)[S:20][CH:21]=3)=[C:12]([CH3:23])[CH:11]=2)=[N:7][CH:8]=1. The catalyst class is: 2. (2) Reactant: CON(C)[C:4](=[O:13])[C:5]1[CH:10]=[CH:9][CH:8]=[C:7]([O:11][CH3:12])[CH:6]=1.O1[CH2:19][CH2:18][CH2:17]C1.C1([Mg]Br)CC1. Product: [CH:17]1([C:4]([C:5]2[CH:10]=[CH:9][CH:8]=[C:7]([O:11][CH3:12])[CH:6]=2)=[O:13])[CH2:18][CH2:19]1. The catalyst class is: 6.